From a dataset of Forward reaction prediction with 1.9M reactions from USPTO patents (1976-2016). Predict the product of the given reaction. (1) Given the reactants [Br:1]Br.[CH3:3][C:4]1[CH:10]=[C:9]([CH3:11])[CH:8]=[CH:7][C:5]=1[NH2:6], predict the reaction product. The product is: [Br:1][C:7]1[CH:8]=[C:9]([CH3:11])[CH:10]=[C:4]([CH3:3])[C:5]=1[NH2:6]. (2) Given the reactants C(OC([N:8]([CH2:16][C:17]1[CH:18]=[N:19][CH:20]=[C:21]([Br:23])[CH:22]=1)C(OC(C)(C)C)=O)=O)(C)(C)C.FC(F)(F)C(O)=O.ClCCl, predict the reaction product. The product is: [Br:23][C:21]1[CH:22]=[C:17]([CH2:16][NH2:8])[CH:18]=[N:19][CH:20]=1. (3) Given the reactants C[O:2][C:3]([C:5]1[S:9][C:8]([N:10]2[CH2:15][CH2:14][N:13]([S:16]([C:19]3[CH:24]=[CH:23][C:22]([O:25][CH3:26])=[C:21]([O:27][CH3:28])[CH:20]=3)(=[O:18])=[O:17])[CH2:12][CH2:11]2)=[N:7][CH:6]=1)=O.Cl.[NH2:30][OH:31].C[O-].[Na+].CO.Cl, predict the reaction product. The product is: [OH:31][NH:30][C:3]([C:5]1[S:9][C:8]([N:10]2[CH2:15][CH2:14][N:13]([S:16]([C:19]3[CH:24]=[CH:23][C:22]([O:25][CH3:26])=[C:21]([O:27][CH3:28])[CH:20]=3)(=[O:18])=[O:17])[CH2:12][CH2:11]2)=[N:7][CH:6]=1)=[O:2]. (4) Given the reactants [F:1][C:2]([F:15])([F:14])[C:3](=[O:13])[CH2:4][CH2:5][CH2:6][CH2:7][CH2:8][C:9]([O:11]C)=O.[NH2:16][C:17]1[CH:18]=[C:19]([C:23]2[CH:28]=[CH:27][C:26]([C:29]#[N:30])=[CH:25][CH:24]=2)[CH:20]=[CH:21][CH:22]=1.NC1C=CC=CC=1, predict the reaction product. The product is: [C:29]([C:26]1[CH:25]=[CH:24][C:23]([C:19]2[CH:20]=[CH:21][CH:22]=[C:17]([NH:16][C:9](=[O:11])[CH2:8][CH2:7][CH2:6][CH2:5][CH2:4][C:3](=[O:13])[C:2]([F:1])([F:15])[F:14])[CH:18]=2)=[CH:28][CH:27]=1)#[N:30]. (5) Given the reactants [NH2:1][CH2:2][C:3]1[CH:8]=[CH:7][C:6]([NH:9][C:10](=[O:18])[C:11]2[CH:16]=[CH:15][C:14]([CH3:17])=[N:13][CH:12]=2)=[CH:5][CH:4]=1.C(N(CC)CC)C.[CH3:26][C:27]1[CH:36]=[C:35]2[C:30]([C:31](Cl)=[N:32][C:33]([Cl:37])=[N:34]2)=[CH:29][CH:28]=1, predict the reaction product. The product is: [Cl:37][C:33]1[N:32]=[C:31]([NH:1][CH2:2][C:3]2[CH:4]=[CH:5][C:6]([NH:9][C:10](=[O:18])[C:11]3[CH:16]=[CH:15][C:14]([CH3:17])=[N:13][CH:12]=3)=[CH:7][CH:8]=2)[C:30]2[C:35](=[CH:36][C:27]([CH3:26])=[CH:28][CH:29]=2)[N:34]=1.